From a dataset of Forward reaction prediction with 1.9M reactions from USPTO patents (1976-2016). Predict the product of the given reaction. (1) Given the reactants [O:1]=[C:2]1[C:10]2[C:5](=[CH:6][C:7](/[CH:11]=C/C(OC)=O)=[CH:8][CH:9]=2)[CH2:4][CH2:3]1.I([O-])(=O)(=O)=[O:18].[Na+].S([O-])([O-])(=O)=S.[Na+].[Na+].C(OCC)(=O)C, predict the reaction product. The product is: [O:1]=[C:2]1[C:10]2[C:5](=[CH:6][C:7]([CH:11]=[O:18])=[CH:8][CH:9]=2)[CH2:4][CH2:3]1. (2) Given the reactants [C:1]([OH:8])(=[O:7])/[CH:2]=[CH:3]\[C:4]([OH:6])=[O:5].[Cl:9][C:10]1[C:11]([F:40])=[C:12]([CH:37]=[CH:38][CH:39]=1)[NH:13][C:14]1[C:23]2[C:18](=[CH:19][C:20]([O:35][CH3:36])=[C:21]([O:24][CH:25]3[CH2:30][CH2:29][N:28]([C:31](=[O:34])[CH2:32][OH:33])[CH2:27][CH2:26]3)[CH:22]=2)[N:17]=[CH:16][N:15]=1, predict the reaction product. The product is: [C:1]([OH:8])(=[O:7])/[CH:2]=[CH:3]\[C:4]([OH:6])=[O:5].[Cl:9][C:10]1[C:11]([F:40])=[C:12]([CH:37]=[CH:38][CH:39]=1)[NH:13][C:14]1[C:23]2[C:18](=[CH:19][C:20]([O:35][CH3:36])=[C:21]([O:24][CH:25]3[CH2:30][CH2:29][N:28]([C:31](=[O:34])[CH2:32][OH:33])[CH2:27][CH2:26]3)[CH:22]=2)[N:17]=[CH:16][N:15]=1. (3) The product is: [CH2:1]=[C:2]1[CH2:11][CH2:10][CH2:9][C:4]2([CH2:8][CH2:7][CH2:6][CH2:5]2)[CH:3]1[C:12]([O:14][CH3:15])=[O:13]. Given the reactants [CH2:1]=[C:2]1[CH2:11][CH2:10][CH2:9][C:4]2([CH2:8][CH2:7][CH2:6][CH2:5]2)[CH:3]1[C:12]([OH:14])=[O:13].[C:15]([O-])([O-])=O.[K+].[K+].CI.Cl, predict the reaction product. (4) The product is: [N+:11]([C:8]1[CH:9]=[C:10]2[C:5](=[CH:6][CH:7]=1)[N:4]([CH2:14][O:15][CH2:16][CH2:17][Si:18]([CH3:21])([CH3:20])[CH3:19])[N:3]=[C:2]2[S:27][C:23]1[CH:31]=[CH:22][CH:26]=[CH:25][CH:24]=1)([O-:13])=[O:12]. Given the reactants I[C:2]1[C:10]2[C:5](=[CH:6][CH:7]=[C:8]([N+:11]([O-:13])=[O:12])[CH:9]=2)[N:4]([CH2:14][O:15][CH2:16][CH2:17][Si:18]([CH3:21])([CH3:20])[CH3:19])[N:3]=1.[S:22]1[CH:26]=[CH:25][CH:24]=[C:23]1[C:27]([O-])=O.[Na+].[CH3:31]C1C=CC(P(C2C=CC3C(=CC=CC=3)C=2C2C3C(=CC=CC=3)C=CC=2P(C2C=CC(C)=CC=2)C2C=CC(C)=CC=2)C2C=CC(C)=CC=2)=CC=1.CC(C)([O-])C.[Na+], predict the reaction product.